From a dataset of Full USPTO retrosynthesis dataset with 1.9M reactions from patents (1976-2016). Predict the reactants needed to synthesize the given product. (1) Given the product [CH3:15][N:3]1[CH2:4][CH2:5][C@H:6]([NH:7][C:8](=[O:14])[O:9][C:10]([CH3:11])([CH3:13])[CH3:12])[C:2]1=[O:1], predict the reactants needed to synthesize it. The reactants are: [O:1]=[C:2]1[C@@H:6]([NH:7][C:8](=[O:14])[O:9][C:10]([CH3:13])([CH3:12])[CH3:11])[CH2:5][CH2:4][NH:3]1.[CH3:15]I. (2) Given the product [Cl:7][C:8]1[CH:9]=[C:10]([C@@H:16]([CH2:20][CH:21]2[CH2:22][CH2:23][CH2:24]2)[C:17]([OH:19])=[O:18])[CH:11]=[CH:12][C:13]=1[S:14]([CH3:15])(=[O:26])=[O:31], predict the reactants needed to synthesize it. The reactants are: I([O-])(=O)(=O)=O.[Na+].[Cl:7][C:8]1[CH:9]=[C:10]([C@@H:16]([CH2:20][CH:21]2[CH2:24][CH2:23][CH2:22]2)[C:17]([OH:19])=[O:18])[CH:11]=[CH:12][C:13]=1[S:14][CH3:15].[Mn]([O-])(=O)(=O)=[O:26].[K+].[OH2:31].